Dataset: Reaction yield outcomes from USPTO patents with 853,638 reactions. Task: Predict the reaction yield, written as a fraction of the theoretical maximum amount of product (1.0 means a 100% yield; for example, 0.34 means a 34% yield). (1) The reactants are [Br:1][C:2]1[CH:3]=[C:4]([NH:10][C:11]2[CH:15]=[C:14]([CH3:16])[NH:13][N:12]=2)[C:5](=[O:9])[N:6]([CH3:8])[CH:7]=1.[H-].[Na+].I[CH3:20].O. The catalyst is CN(C=O)C. The product is [Br:1][C:2]1[CH:3]=[C:4]([NH:10][C:11]2[CH:15]=[C:14]([CH3:16])[N:13]([CH3:20])[N:12]=2)[C:5](=[O:9])[N:6]([CH3:8])[CH:7]=1. The yield is 0.240. (2) The yield is 0.920. The product is [CH2:3]([O:6][C:7]1[CH:12]=[CH:11][C:10]([C@@H:13]2[CH2:15][C@H:14]2[C:16]([OH:18])=[O:17])=[CH:9][CH:8]=1)[CH:4]=[CH2:5]. The reactants are [OH-].[Na+].[CH2:3]([O:6][C:7]1[CH:12]=[CH:11][C:10]([C@@H:13]2[CH2:15][C@H:14]2[C:16]([O:18]CC)=[O:17])=[CH:9][CH:8]=1)[CH:4]=[CH2:5]. The catalyst is CO.C1COCC1.